This data is from Catalyst prediction with 721,799 reactions and 888 catalyst types from USPTO. The task is: Predict which catalyst facilitates the given reaction. (1) Reactant: FC(F)(F)C(O)=O.[CH3:8][N:9]1[CH2:13][CH2:12][C@@:11]([NH:33]C(=O)OC(C)(C)C)([CH2:14][C:15]#[C:16][C:17]2[N:22]=[C:21]([C:23]3[CH:28]=[CH:27][C:26]([C:29]([F:32])([F:31])[F:30])=[CH:25][CH:24]=3)[CH:20]=[CH:19][N:18]=2)[C:10]1=[O:41]. Product: [NH2:33][C@@:11]1([CH2:14][C:15]#[C:16][C:17]2[N:22]=[C:21]([C:23]3[CH:28]=[CH:27][C:26]([C:29]([F:32])([F:31])[F:30])=[CH:25][CH:24]=3)[CH:20]=[CH:19][N:18]=2)[CH2:12][CH2:13][N:9]([CH3:8])[C:10]1=[O:41]. The catalyst class is: 4. (2) Reactant: [NH2:1][C:2]1[CH:7]=[C:6]([N+:8]([O-:10])=[O:9])[CH:5]=[CH:4][C:3]=1[N:11]1[CH2:16][CH2:15][N:14]([C:17]([C:19]2[CH:24]=[CH:23][CH:22]=[CH:21][CH:20]=2)=[O:18])[CH2:13][CH2:12]1.[C:25](Cl)(=[O:27])[CH3:26].[OH-].[Na+]. Product: [C:17]([N:14]1[CH2:13][CH2:12][N:11]([C:3]2[CH:4]=[CH:5][C:6]([N+:8]([O-:10])=[O:9])=[CH:7][C:2]=2[NH:1][C:25](=[O:27])[CH3:26])[CH2:16][CH2:15]1)(=[O:18])[C:19]1[CH:20]=[CH:21][CH:22]=[CH:23][CH:24]=1. The catalyst class is: 1. (3) Reactant: [CH2:1]([O:3][C:4]([C:6]1[CH:11]([C:12]2[CH:17]=[CH:16][CH:15]=[CH:14][C:13]=2[Cl:18])[N:10]([CH2:19][CH2:20][CH2:21][N:22](C(OC(C)(C)C)=O)[CH3:23])[C:9]([O:31]C)=[N:8][C:7]=1[CH2:33][O:34][CH2:35][CH2:36][N:37]=[N+:38]=[N-:39])=[O:5])[CH3:2]. Product: [CH2:1]([O:3][C:4]([C:6]1[CH:11]([C:12]2[CH:17]=[CH:16][CH:15]=[CH:14][C:13]=2[Cl:18])[N:10]([CH2:19][CH2:20][CH2:21][NH:22][CH3:23])[C:9](=[O:31])[NH:8][C:7]=1[CH2:33][O:34][CH2:35][CH2:36][N:37]=[N+:38]=[N-:39])=[O:5])[CH3:2]. The catalyst class is: 557. (4) Reactant: [F:1][C:2]1[CH:7]=[CH:6][C:5]([N:8]2[CH:11]([C:12]3[CH:17]=[CH:16][C:15]([O:18]CC4C=CC=CC=4)=[CH:14][CH:13]=3)[CH:10]([CH2:26][CH2:27][Cl:28])[C:9]2=[O:29])=[CH:4][CH:3]=1.C1CCCCC=1. Product: [F:1][C:2]1[CH:3]=[CH:4][C:5]([N:8]2[CH:11]([C:12]3[CH:17]=[CH:16][C:15]([OH:18])=[CH:14][CH:13]=3)[CH:10]([CH2:26][CH2:27][Cl:28])[C:9]2=[O:29])=[CH:6][CH:7]=1. The catalyst class is: 105. (5) Reactant: [CH3:1][N:2]1[C:7]2[CH:8]=[CH:9][C:10]([N:12]3[CH2:16][C@H:15]([C:17]([NH2:19])=[O:18])[O:14][C:13]3=[O:20])=[CH:11][C:6]=2[O:5][CH2:4][C:3]1=[O:21].[CH3:22]N. Product: [CH3:22][NH:19][C:17]([C@@H:15]1[O:14][C:13](=[O:20])[N:12]([C:10]2[CH:9]=[CH:8][C:7]3[N:2]([CH3:1])[C:3](=[O:21])[CH2:4][O:5][C:6]=3[CH:11]=2)[CH2:16]1)=[O:18]. The catalyst class is: 5. (6) Reactant: C[O:2][C:3](=[O:26])[C:4]1[CH:9]=[CH:8][C:7]([C:10]2[NH:11][C:12]3[C:17]([CH:18]=2)=[CH:16][C:15]([Cl:19])=[CH:14][C:13]=3[NH:20][CH:21]2[CH2:25][CH2:24][CH2:23][CH2:22]2)=[CH:6][CH:5]=1.O.CO.O.[OH-].[Li+]. Product: [Cl:19][C:15]1[CH:16]=[C:17]2[C:12](=[C:13]([NH:20][CH:21]3[CH2:22][CH2:23][CH2:24][CH2:25]3)[CH:14]=1)[NH:11][C:10]([C:7]1[CH:8]=[CH:9][C:4]([C:3]([OH:26])=[O:2])=[CH:5][CH:6]=1)=[CH:18]2. The catalyst class is: 7.